This data is from Forward reaction prediction with 1.9M reactions from USPTO patents (1976-2016). The task is: Predict the product of the given reaction. Given the reactants [NH:1]1[C:9]2[C:4](=[CH:5][CH:6]=[CH:7][CH:8]=2)[C:3]([C:10]([NH:12][C:13]2[CH:18]=[C:17]([N:19]3[CH2:24][C@H:23]([CH3:25])[O:22][C@H:21]([CH3:26])[CH2:20]3)[CH:16]=[CH:15][C:14]=2[NH2:27])=O)=[N:2]1.C([O-])(=O)C.[Na+], predict the reaction product. The product is: [CH3:26][C@H:21]1[O:22][C@@H:23]([CH3:25])[CH2:24][N:19]([C:17]2[CH:16]=[CH:15][C:14]3[N:27]=[C:10]([C:3]4[C:4]5[C:9](=[CH:8][CH:7]=[CH:6][CH:5]=5)[NH:1][N:2]=4)[NH:12][C:13]=3[CH:18]=2)[CH2:20]1.